This data is from Catalyst prediction with 721,799 reactions and 888 catalyst types from USPTO. The task is: Predict which catalyst facilitates the given reaction. (1) Reactant: [I:1][C:2]1[CH:3]=[C:4]([CH:8]=[CH:9][C:10]=1[CH3:11])[C:5]([OH:7])=O.S(Cl)(Cl)=O.[NH2:16][C:17]1[C:18]([CH3:33])=[C:19]([NH:23][C:24](=[O:32])[CH2:25][N:26]2[CH2:31][CH2:30][O:29][CH2:28][CH2:27]2)[CH:20]=[CH:21][CH:22]=1.C(N(CC)CC)C. Product: [I:1][C:2]1[CH:3]=[C:4]([CH:8]=[CH:9][C:10]=1[CH3:11])[C:5]([NH:16][C:17]1[CH:22]=[CH:21][CH:20]=[C:19]([NH:23][C:24](=[O:32])[CH2:25][N:26]2[CH2:31][CH2:30][O:29][CH2:28][CH2:27]2)[C:18]=1[CH3:33])=[O:7]. The catalyst class is: 2. (2) Reactant: [CH3:1][O:2][C:3]1[CH:8]=[CH:7][C:6]([C:9]2[N:14]=[CH:13][C:12]([C:15]([NH:18]C(=O)C)([CH3:17])[CH3:16])=[CH:11][CH:10]=2)=[CH:5][CH:4]=1.Cl.[OH-].[Na+].[C:25]1([S:31]([OH:34])(=[O:33])=[O:32])[CH:30]=[CH:29][CH:28]=[CH:27][CH:26]=1. Product: [C:25]1([S:31]([OH:34])(=[O:33])=[O:32])[CH:30]=[CH:29][CH:28]=[CH:27][CH:26]=1.[CH3:1][O:2][C:3]1[CH:4]=[CH:5][C:6]([C:9]2[N:14]=[CH:13][C:12]([C:15]([NH2:18])([CH3:16])[CH3:17])=[CH:11][CH:10]=2)=[CH:7][CH:8]=1. The catalyst class is: 6. (3) Reactant: [CH3:1][O:2][C:3]1[CH:11]=[CH:10][C:6]([C:7]([OH:9])=O)=[CH:5][N:4]=1.Cl.[CH3:13][NH:14][O:15][CH3:16].Cl.CN(C)CCCN=C=NCC.ON1C2C=CC=CC=2N=N1. Product: [CH3:16][O:15][N:14]([CH3:13])[C:7](=[O:9])[C:6]1[CH:10]=[CH:11][C:3]([O:2][CH3:1])=[N:4][CH:5]=1. The catalyst class is: 884. (4) Reactant: C[O:2][C:3]1[C:4]([CH3:38])=[C:5]([C:29]([O:36]C)=[C:30]([O:34][CH3:35])[C:31]=1[O:32][CH3:33])[CH2:6][C:7]1[CH:8]=[CH:9][C:10]([O:21][CH2:22][C:23]2[CH:28]=[CH:27][N:26]=[CH:25][CH:24]=2)=[C:11]([CH:20]=1)[C:12]([N:14]1[CH2:19][CH2:18][O:17][CH2:16][CH2:15]1)=[O:13].O=[N+]([O-])[O-].[O-][N+](=O)[O-].[O-][N+](=O)[O-].[O-][N+](=O)[O-].[O-][N+](=O)[O-].[O-][N+](=O)[O-].[Ce+4].[NH4+].[NH4+]. Product: [CH3:33][O:32][C:31]1[C:3](=[O:2])[C:4]([CH3:38])=[C:5]([CH2:6][C:7]2[CH:8]=[CH:9][C:10]([O:21][CH2:22][C:23]3[CH:28]=[CH:27][N:26]=[CH:25][CH:24]=3)=[C:11]([CH:20]=2)[C:12]([N:14]2[CH2:19][CH2:18][O:17][CH2:16][CH2:15]2)=[O:13])[C:29](=[O:36])[C:30]=1[O:34][CH3:35]. The catalyst class is: 47. (5) Reactant: [BH4-].[Na+].C[O:4][C:5](=O)[C:6]([NH2:17])([C:8]1[CH:13]=[CH:12][CH:11]=[C:10]([N+:14]([O-:16])=[O:15])[CH:9]=1)[CH3:7]. Product: [NH2:17][C:6]([C:8]1[CH:13]=[CH:12][CH:11]=[C:10]([N+:14]([O-:16])=[O:15])[CH:9]=1)([CH3:7])[CH2:5][OH:4]. The catalyst class is: 14. (6) The catalyst class is: 13. Reactant: Cl.Cl.[CH3:3][C:4]1([CH2:15][N:16]2[CH2:21][CH2:20][NH:19][CH2:18][CH2:17]2)[O:8][C:7]2=[N:9][C:10]([N+:12]([O-:14])=[O:13])=[CH:11][N:6]2[CH2:5]1.CN(C=O)C.C(N(CC)CC)C.[C:34]1([CH3:44])[CH:39]=[CH:38][C:37]([CH2:40][C:41](O)=[O:42])=[CH:36][CH:35]=1. Product: [CH3:3][C:4]1([CH2:15][N:16]2[CH2:17][CH2:18][N:19]([C:41](=[O:42])[CH2:40][C:37]3[CH:38]=[CH:39][C:34]([CH3:44])=[CH:35][CH:36]=3)[CH2:20][CH2:21]2)[O:8][C:7]2=[N:9][C:10]([N+:12]([O-:14])=[O:13])=[CH:11][N:6]2[CH2:5]1. (7) Reactant: CCN([CH:7]([CH3:9])C)C(C)C.C1C=CC2N([OH:19])N=NC=2C=1.[OH:20][C:21]1[CH:30]=[C:29]2[C:24]([C:25](CC(O)=O)=[CH:26][C:27](=[O:31])[O:28]2)=[CH:23][CH:22]=1.[C:36]([NH:39][CH2:40][CH2:41][CH2:42][CH2:43][NH:44][C:45](=[O:60])[C@H:46]([CH2:56][CH:57]([CH3:59])[CH3:58])[NH:47][C:48](=[O:55])[C@@H:49]([CH2:51][CH:52]([CH3:54])[CH3:53])[NH2:50])(=[NH:38])[NH2:37].CN(C(ON1N=NC2C=CC=CC1=2)=[N+](C)C)C.[B-](F)(F)(F)F. Product: [C:36]([NH:39][CH2:40][CH2:41][CH2:42][CH2:43][NH:44][C:45](=[O:60])[C@H:46]([CH2:56][CH:57]([CH3:59])[CH3:58])[NH:47][C:48](=[O:55])[C@@H:49]([CH2:51][C:52]([C:7](=[O:19])[CH2:9][C:26]1[C:27](=[O:31])[O:28][C:29]2[C:24]([CH:25]=1)=[CH:23][CH:22]=[C:21]([OH:20])[CH:30]=2)([CH3:54])[CH3:53])[NH2:50])(=[NH:37])[NH2:38]. The catalyst class is: 3.